Dataset: Full USPTO retrosynthesis dataset with 1.9M reactions from patents (1976-2016). Task: Predict the reactants needed to synthesize the given product. (1) The reactants are: [CH2:1]([O:4][C:5]([NH:7][C:8]1[CH:13]=[C:12]([CH:14]([OH:16])[CH3:15])[CH:11]=[CH:10][C:9]=1[CH2:17][C:18]([O:20][CH2:21][CH3:22])=[O:19])=[O:6])[CH:2]=[CH2:3].CC(C)=O.OS(O)(=O)=O.O=[Cr](=O)=O.C(=O)([O-])O.[Na+]. Given the product [C:14]([C:12]1[CH:11]=[CH:10][C:9]([CH2:17][C:18]([O:20][CH2:21][CH3:22])=[O:19])=[C:8]([NH:7][C:5]([O:4][CH2:1][CH:2]=[CH2:3])=[O:6])[CH:13]=1)(=[O:16])[CH3:15], predict the reactants needed to synthesize it. (2) Given the product [F:1][C:2]1[CH:7]=[C:6]([O:29][C:26]2[CH:27]=[CH:28][C:23]([O:22][CH3:21])=[CH:24][CH:25]=2)[CH:5]=[C:4]([CH3:9])[C:3]=1[C:10](=[O:12])[CH3:11], predict the reactants needed to synthesize it. The reactants are: [F:1][C:2]1[CH:7]=[C:6](I)[CH:5]=[C:4]([CH3:9])[C:3]=1[C:10](=[O:12])[CH3:11].[O-]P([O-])([O-])=O.[K+].[K+].[K+].[CH3:21][O:22][C:23]1[CH:28]=[CH:27][C:26]([OH:29])=[CH:25][CH:24]=1. (3) Given the product [Cl:23][C:5]1[C:6]([NH:8][C:9]2[C:14]([N:15]3[CH2:20][CH2:19][O:18][CH2:17][CH2:16]3)=[CH:13][C:12]([F:21])=[CH:11][C:10]=2[F:22])=[N:7][C:2]([NH:39][C:36]2[CH:37]=[CH:38][C:31]3[CH2:30][CH2:29][N:28]([CH2:27][CH2:26][O:25][CH3:24])[CH2:34][CH2:33][C:32]=3[CH:35]=2)=[N:3][CH:4]=1, predict the reactants needed to synthesize it. The reactants are: Cl[C:2]1[N:7]=[C:6]([NH:8][C:9]2[C:14]([N:15]3[CH2:20][CH2:19][O:18][CH2:17][CH2:16]3)=[CH:13][C:12]([F:21])=[CH:11][C:10]=2[F:22])[C:5]([Cl:23])=[CH:4][N:3]=1.[CH3:24][O:25][CH2:26][CH2:27][N:28]1[CH2:34][CH2:33][C:32]2[CH:35]=[C:36]([NH2:39])[CH:37]=[CH:38][C:31]=2[CH2:30][CH2:29]1. (4) Given the product [Br:5][C:6]1[CH:11]=[CH:10][C:9]([CH2:12][Cl:3])=[C:8]([CH3:14])[CH:7]=1, predict the reactants needed to synthesize it. The reactants are: S(Cl)([Cl:3])=O.[Br:5][C:6]1[CH:11]=[CH:10][C:9]([CH2:12]O)=[C:8]([CH3:14])[CH:7]=1.CN(C)C=O.